This data is from NCI-60 drug combinations with 297,098 pairs across 59 cell lines. The task is: Regression. Given two drug SMILES strings and cell line genomic features, predict the synergy score measuring deviation from expected non-interaction effect. (1) Drug 1: C1C(C(OC1N2C=NC3=C(N=C(N=C32)Cl)N)CO)O. Drug 2: CC1=C(C(CCC1)(C)C)C=CC(=CC=CC(=CC(=O)O)C)C. Cell line: SN12C. Synergy scores: CSS=50.2, Synergy_ZIP=-5.32, Synergy_Bliss=-4.59, Synergy_Loewe=-13.1, Synergy_HSA=0.474. (2) Drug 1: CN(C)N=NC1=C(NC=N1)C(=O)N. Drug 2: CC1=C(C(=O)C2=C(C1=O)N3CC4C(C3(C2COC(=O)N)OC)N4)N. Cell line: T-47D. Synergy scores: CSS=12.3, Synergy_ZIP=-5.45, Synergy_Bliss=-5.86, Synergy_Loewe=-22.1, Synergy_HSA=-5.62. (3) Drug 1: CCC1(CC2CC(C3=C(CCN(C2)C1)C4=CC=CC=C4N3)(C5=C(C=C6C(=C5)C78CCN9C7C(C=CC9)(C(C(C8N6C)(C(=O)OC)O)OC(=O)C)CC)OC)C(=O)OC)O.OS(=O)(=O)O. Drug 2: C(CC(=O)O)C(=O)CN.Cl. Synergy scores: CSS=40.3, Synergy_ZIP=-0.663, Synergy_Bliss=-0.679, Synergy_Loewe=-0.856, Synergy_HSA=-0.375. Cell line: MOLT-4. (4) Drug 1: CC1=C(C(CCC1)(C)C)C=CC(=CC=CC(=CC(=O)O)C)C. Drug 2: CC1=C(C=C(C=C1)C(=O)NC2=CC(=CC(=C2)C(F)(F)F)N3C=C(N=C3)C)NC4=NC=CC(=N4)C5=CN=CC=C5. Cell line: HCT-15. Synergy scores: CSS=-3.42, Synergy_ZIP=2.39, Synergy_Bliss=-0.909, Synergy_Loewe=-3.63, Synergy_HSA=-3.87. (5) Drug 1: CS(=O)(=O)C1=CC(=C(C=C1)C(=O)NC2=CC(=C(C=C2)Cl)C3=CC=CC=N3)Cl. Drug 2: C1=NNC2=C1C(=O)NC=N2. Cell line: SW-620. Synergy scores: CSS=-7.25, Synergy_ZIP=2.45, Synergy_Bliss=-0.698, Synergy_Loewe=-3.93, Synergy_HSA=-4.35. (6) Synergy scores: CSS=-0.387, Synergy_ZIP=1.99, Synergy_Bliss=-1.57, Synergy_Loewe=-1.82, Synergy_HSA=-4.73. Drug 1: CC1=C(C=C(C=C1)C(=O)NC2=CC(=CC(=C2)C(F)(F)F)N3C=C(N=C3)C)NC4=NC=CC(=N4)C5=CN=CC=C5. Drug 2: CC12CCC3C(C1CCC2OP(=O)(O)O)CCC4=C3C=CC(=C4)OC(=O)N(CCCl)CCCl.[Na+]. Cell line: RXF 393. (7) Drug 1: CC1CCC2CC(C(=CC=CC=CC(CC(C(=O)C(C(C(=CC(C(=O)CC(OC(=O)C3CCCCN3C(=O)C(=O)C1(O2)O)C(C)CC4CCC(C(C4)OC)OCCO)C)C)O)OC)C)C)C)OC. Drug 2: CCCCC(=O)OCC(=O)C1(CC(C2=C(C1)C(=C3C(=C2O)C(=O)C4=C(C3=O)C=CC=C4OC)O)OC5CC(C(C(O5)C)O)NC(=O)C(F)(F)F)O. Cell line: K-562. Synergy scores: CSS=52.5, Synergy_ZIP=2.05, Synergy_Bliss=3.04, Synergy_Loewe=3.28, Synergy_HSA=2.65.